This data is from Full USPTO retrosynthesis dataset with 1.9M reactions from patents (1976-2016). The task is: Predict the reactants needed to synthesize the given product. Given the product [CH2:1]([N:3]1[C:12]2[C:11](=[O:23])[NH:10][CH2:9][C:8]([C:14]3[CH:19]=[CH:18][CH:17]=[CH:16][CH:15]=3)=[N:7][C:6]=2[C:5]([CH:20]([CH3:22])[CH3:21])=[N:4]1)[CH3:2], predict the reactants needed to synthesize it. The reactants are: [CH2:1]([N:3]1[C:12]2[C:11](=S)[NH:10][CH2:9][C:8]([C:14]3[CH:19]=[CH:18][CH:17]=[CH:16][CH:15]=3)=[N:7][C:6]=2[C:5]([CH:20]([CH3:22])[CH3:21])=[N:4]1)[CH3:2].[OH-:23].[Na+].